This data is from Forward reaction prediction with 1.9M reactions from USPTO patents (1976-2016). The task is: Predict the product of the given reaction. Given the reactants [O:1]1[CH2:6][CH2:5][N:4]([C:7]2[C:8]3[N:9]([CH:13]=[C:14]([CH2:16][OH:17])[N:15]=3)[CH:10]=[CH:11][N:12]=2)[CH2:3][CH2:2]1.C1C(=O)N([Br:25])C(=O)C1, predict the reaction product. The product is: [Br:25][C:10]1[N:9]2[CH:13]=[C:14]([CH2:16][OH:17])[N:15]=[C:8]2[C:7]([N:4]2[CH2:3][CH2:2][O:1][CH2:6][CH2:5]2)=[N:12][CH:11]=1.